The task is: Predict which catalyst facilitates the given reaction.. This data is from Catalyst prediction with 721,799 reactions and 888 catalyst types from USPTO. (1) Reactant: Cl.Cl.[NH:3]1[C:11]2[CH2:10][C@@H:9]([C:12]([O:14][CH3:15])=[O:13])[NH:8][CH2:7][C:6]=2[N:5]=[CH:4]1.C(N(CC)CC)C.[Se](=O)=O. Product: [NH:3]1[C:11]2[CH:10]=[C:9]([C:12]([O:14][CH3:15])=[O:13])[N:8]=[CH:7][C:6]=2[N:5]=[CH:4]1. The catalyst class is: 12. (2) Reactant: [CH3:1][C:2]([C:11]1[O:15][N:14]=[C:13]([NH:16][C:17](=[O:25])OC2C=CC=CC=2)[CH:12]=1)([CH3:10])[CH2:3][N:4]1[CH2:9][CH2:8][O:7][CH2:6][CH2:5]1.C([N:29](CC)C(C)C)(C)C.COC1C=C2C(=CC=1OC)N=CN=C2OC1C=C(C=CC=1)N. Product: [CH3:1][C:2]([C:11]1[O:15][N:14]=[C:13]([NH:16][C:17](=[O:25])[NH2:29])[CH:12]=1)([CH3:10])[CH2:3][N:4]1[CH2:9][CH2:8][O:7][CH2:6][CH2:5]1. The catalyst class is: 1. (3) Product: [CH:15]1([C:7]2[C:8]3[CH:14]=[CH:13][CH:12]=[CH:11][C:9]=3[S:10][C:6]=2[C:4]([OH:5])=[O:3])[CH2:16][CH2:17]1. The catalyst class is: 8. Reactant: C([O:3][C:4]([C:6]1[S:10][C:9]2[CH:11]=[CH:12][CH:13]=[CH:14][C:8]=2[C:7]=1[CH:15]1[CH2:17][CH2:16]1)=[O:5])C.[OH-].[Na+]. (4) Reactant: [H-].[Na+].[Cl:3][C:4]1[CH:9]=[CH:8][C:7]([O:10][C:11]2[CH:18]=[CH:17][C:16]([CH:19]=O)=[CH:15][C:12]=2[C:13]#[N:14])=[CH:6][C:5]=1[C:21]([F:24])([F:23])[F:22].[CH2:25]1COCC1. Product: [Cl:3][C:4]1[CH:9]=[CH:8][C:7]([O:10][C:11]2[CH:18]=[CH:17][C:16]([CH:19]=[CH2:25])=[CH:15][C:12]=2[C:13]#[N:14])=[CH:6][C:5]=1[C:21]([F:24])([F:23])[F:22]. The catalyst class is: 629. (5) The catalyst class is: 158. Reactant: [C:1]([O:5][C:6]([N:8]1[CH2:13][CH2:12][C@H:11]([C:14]2[CH:19]=[CH:18][C:17]([O:20][CH2:21][CH2:22][O:23][C:24]3[C:29]([Cl:30])=[CH:28][C:27]([CH3:31])=[CH:26][C:25]=3[Cl:32])=[CH:16][CH:15]=2)[C@@H:10]([C:33]([OH:35])=O)[CH2:9]1)=[O:7])([CH3:4])([CH3:3])[CH3:2].[Si:36]([O:43][C:44]1[CH:45]=[C:46]([CH:52]=[C:53]([CH2:55][CH2:56][CH2:57][O:58][CH3:59])[CH:54]=1)[CH2:47][NH:48][CH:49]1[CH2:51][CH2:50]1)([C:39]([CH3:42])([CH3:41])[CH3:40])([CH3:38])[CH3:37].CN(C(ON1N=NC2C=CC=NC1=2)=[N+](C)C)C.F[P-](F)(F)(F)(F)F.CCN(C(C)C)C(C)C. Product: [Si:36]([O:43][C:44]1[CH:45]=[C:46]([CH:52]=[C:53]([CH2:55][CH2:56][CH2:57][O:58][CH3:59])[CH:54]=1)[CH2:47][N:48]([CH:49]1[CH2:51][CH2:50]1)[C:33]([C@@H:10]1[C@@H:11]([C:14]2[CH:19]=[CH:18][C:17]([O:20][CH2:21][CH2:22][O:23][C:24]3[C:29]([Cl:30])=[CH:28][C:27]([CH3:31])=[CH:26][C:25]=3[Cl:32])=[CH:16][CH:15]=2)[CH2:12][CH2:13][N:8]([C:6]([O:5][C:1]([CH3:2])([CH3:3])[CH3:4])=[O:7])[CH2:9]1)=[O:35])([C:39]([CH3:42])([CH3:41])[CH3:40])([CH3:37])[CH3:38]. (6) Reactant: [C:1]([O:5][C:6]([NH:8][CH2:9][C:10]1[CH:15]=[CH:14][C:13]([CH:16]=[CH:17][C:18]([O:20][CH2:21][CH3:22])=[O:19])=[CH:12][CH:11]=1)=[O:7])([CH3:4])([CH3:3])[CH3:2]. Product: [C:1]([O:5][C:6]([NH:8][CH2:9][C:10]1[CH:11]=[CH:12][C:13]([CH2:16][CH2:17][C:18]([O:20][CH2:21][CH3:22])=[O:19])=[CH:14][CH:15]=1)=[O:7])([CH3:4])([CH3:3])[CH3:2]. The catalyst class is: 178. (7) The catalyst class is: 646. Reactant: [NH2:1][C:2]1[CH:7]=[CH:6][C:5]([F:8])=[CH:4][C:3]=1[OH:9].N1C=CC=CC=1.[C:16](Cl)(=[O:25])[CH:17]=[CH:18][C:19]1[CH:24]=[CH:23][CH:22]=[CH:21][CH:20]=1.O. Product: [F:8][C:5]1[CH:6]=[CH:7][C:2]([NH:1][C:16](=[O:25])[CH:17]=[CH:18][C:19]2[CH:24]=[CH:23][CH:22]=[CH:21][CH:20]=2)=[C:3]([OH:9])[CH:4]=1. (8) Reactant: [Br:1][C:2]1[CH:3]=[C:4]([C:9](=O)[CH3:10])[C:5](Cl)=[N:6][CH:7]=1.[NH2:12][NH2:13].C(=O)([O-])[O-].[K+].[K+]. Product: [Br:1][C:2]1[CH:3]=[C:4]2[C:9]([CH3:10])=[N:13][NH:12][C:5]2=[N:6][CH:7]=1. The catalyst class is: 7. (9) Reactant: [NH2:1][C:2]1[N:6]2[CH:7]=[CH:8][CH:9]=[C:10]([O:11][CH2:12][CH2:13][CH2:14][C:15]3[CH:20]=[CH:19][C:18]([Cl:21])=[CH:17][C:16]=3[Cl:22])[C:5]2=[N:4][C:3]=1[CH3:23].[C:24](Cl)(=[O:26])[CH3:25].O.C(=O)(O)[O-].[Na+]. Product: [ClH:21].[C:24]([NH:1][C:2]1[N:6]2[CH:7]=[CH:8][CH:9]=[C:10]([O:11][CH2:12][CH2:13][CH2:14][C:15]3[CH:20]=[CH:19][C:18]([Cl:21])=[CH:17][C:16]=3[Cl:22])[C:5]2=[N:4][C:3]=1[CH3:23])(=[O:26])[CH3:25]. The catalyst class is: 4. (10) Reactant: [CH3:1][N:2]([CH3:6])[C:3](Cl)=[O:4].[OH:7][C:8]([C:10]([F:13])([F:12])[F:11])=[O:9].[F:14][C:15]1[CH:20]=[C:19]([F:21])[CH:18]=[CH:17][C:16]=1[CH:22]([F:43])[CH:23]1[CH2:28][CH2:27][N:26]([C:29]2[N:30]=[C:31]3[CH2:42][CH2:41][NH:40][CH2:39][C:32]3=[N:33][C:34]=2[NH:35][CH:36]([CH3:38])[CH3:37])[CH2:25][CH2:24]1.C(N(CC)CC)C. Product: [F:14][C:15]1[CH:20]=[C:19]([F:21])[CH:18]=[CH:17][C:16]=1[CH:22]([F:43])[CH:23]1[CH2:28][CH2:27][N:26]([C:29]2[N:30]=[C:31]3[CH2:42][CH2:41][N:40]([C:3]([N:2]([CH3:6])[CH3:1])=[O:4])[CH2:39][C:32]3=[N:33][C:34]=2[NH:35][CH:36]([CH3:38])[CH3:37])[CH2:25][CH2:24]1.[C:8]([OH:9])([C:10]([F:13])([F:12])[F:11])=[O:7]. The catalyst class is: 2.